Dataset: Catalyst prediction with 721,799 reactions and 888 catalyst types from USPTO. Task: Predict which catalyst facilitates the given reaction. Reactant: [CH3:1][N:2]1[CH2:7][CH2:6][N:5]([CH2:8][CH2:9][CH2:10]O)[CH2:4][CH2:3]1.[ClH:12].[Cl:13][C:14]([O:16][C:17](Cl)(Cl)Cl)=[O:15]. Product: [CH3:1][N:2]1[CH2:7][CH2:6][N:5]([CH2:8][CH2:9][CH3:10])[CH2:4][CH2:3]1.[ClH:13].[ClH:12].[Cl:13][C:14]([O:16][CH2:17][CH3:1])=[O:15]. The catalyst class is: 880.